From a dataset of Reaction yield outcomes from USPTO patents with 853,638 reactions. Predict the reaction yield, written as a fraction of the theoretical maximum amount of product (1.0 means a 100% yield; for example, 0.34 means a 34% yield). (1) The reactants are [OH:1][C@@H:2]([C:23]1[CH:28]=[CH:27][CH:26]=[CH:25][CH:24]=1)[CH2:3][CH2:4][N:5]1[CH2:10][CH2:9][CH:8]([C:11]2[CH:12]=[C:13]([NH:17][C:18](=[O:22])[CH:19]([CH3:21])[CH3:20])[CH:14]=[CH:15][CH:16]=2)[CH2:7][CH2:6]1.[CH2:29]([O:31][C:32]1[CH:37]=[CH:36][CH:35]=[CH:34][C:33]=1O)[CH3:30].C1(P(C2C=CC=CC=2)C2C=CC=CC=2)C=CC=CC=1.N(C(OCC)=O)=NC(OCC)=O.N. The catalyst is C1COCC1.C(Cl)(Cl)Cl. The product is [CH2:29]([O:31][C:32]1[CH:37]=[CH:36][CH:35]=[CH:34][C:33]=1[O:1][C@H:2]([C:23]1[CH:24]=[CH:25][CH:26]=[CH:27][CH:28]=1)[CH2:3][CH2:4][N:5]1[CH2:10][CH2:9][CH:8]([C:11]2[CH:12]=[C:13]([NH:17][C:18](=[O:22])[CH:19]([CH3:21])[CH3:20])[CH:14]=[CH:15][CH:16]=2)[CH2:7][CH2:6]1)[CH3:30]. The yield is 0.155. (2) The reactants are Br[CH2:2][C:3](=O)[CH2:4][C@@H:5]1[CH2:10][CH2:9][CH2:8][CH2:7][N:6]1[C:11]([O:13][C:14]([CH3:17])([CH3:16])[CH3:15])=[O:12].[N:19]1[CH:24]=[CH:23][CH:22]=[CH:21][C:20]=1[NH2:25]. The catalyst is CN(C=O)C.[Cl-].[Na+].O. The product is [N:25]1[C:3]([CH2:4][C@@H:5]2[CH2:10][CH2:9][CH2:8][CH2:7][N:6]2[C:11]([O:13][C:14]([CH3:17])([CH3:16])[CH3:15])=[O:12])=[CH:2][N:19]2[CH:24]=[CH:23][CH:22]=[CH:21][C:20]=12. The yield is 0.491. (3) The reactants are Br[C:2]1[CH:3]=[CH:4][N:5]2[CH:10]=[C:9]([CH2:11][CH3:12])[N:8]([C:13]3[CH:18]=[CH:17][CH:16]=[CH:15][CH:14]=3)[C:7](=[O:19])[C:6]=12.[CH3:20][N:21]1[CH:25]=[C:24](B2OC(C)(C)C(C)(C)O2)[CH:23]=[N:22]1.C([O-])([O-])=O.[K+].[K+]. The catalyst is O1CCOCC1.O.C1C=CC([P]([Pd]([P](C2C=CC=CC=2)(C2C=CC=CC=2)C2C=CC=CC=2)([P](C2C=CC=CC=2)(C2C=CC=CC=2)C2C=CC=CC=2)[P](C2C=CC=CC=2)(C2C=CC=CC=2)C2C=CC=CC=2)(C2C=CC=CC=2)C2C=CC=CC=2)=CC=1. The product is [CH2:11]([C:9]1[N:8]([C:13]2[CH:18]=[CH:17][CH:16]=[CH:15][CH:14]=2)[C:7](=[O:19])[C:6]2[N:5]([CH:4]=[CH:3][C:2]=2[C:24]2[CH:23]=[N:22][N:21]([CH3:20])[CH:25]=2)[CH:10]=1)[CH3:12]. The yield is 0.600. (4) The reactants are [F:1][C:2]1[N:7]=[C:6]([F:8])[C:5]([F:9])=[C:4](F)[C:3]=1[F:11]. The catalyst is [Zn].N. The product is [F:8][C:6]1[C:5]([F:9])=[CH:4][C:3]([F:11])=[C:2]([F:1])[N:7]=1. The yield is 0.845. (5) The reactants are [C:1]([C:4]1[CH:5]=[C:6](B(O)O)[CH:7]=[CH:8][CH:9]=1)(=[O:3])[CH3:2].[Br:13][C:14]1[CH:19]=[CH:18][CH:17]=[CH:16][C:15]=1Br.C(=O)([O-])[O-].[K+].[K+].C1(C)C=CC=CC=1.C(O)C. The catalyst is C(OCC)C.O.C1C=CC([P]([Pd]([P](C2C=CC=CC=2)(C2C=CC=CC=2)C2C=CC=CC=2)([P](C2C=CC=CC=2)(C2C=CC=CC=2)C2C=CC=CC=2)[P](C2C=CC=CC=2)(C2C=CC=CC=2)C2C=CC=CC=2)(C2C=CC=CC=2)C2C=CC=CC=2)=CC=1. The product is [Br:13][C:14]1[CH:19]=[CH:18][CH:17]=[CH:16][C:15]=1[C:6]1[CH:7]=[CH:8][CH:9]=[C:4]([C:1](=[O:3])[CH3:2])[CH:5]=1. The yield is 0.630. (6) The reactants are [CH2:1]([O:5][C:6]1[CH:11]=[CH:10][C:9]([N+:12]([O-])=O)=[C:8]([CH3:15])[CH:7]=1)[CH2:2][CH2:3][CH3:4].CC1C=C(OCCC)C=CC=1N. No catalyst specified. The product is [CH2:1]([O:5][C:6]1[CH:11]=[CH:10][C:9]([NH2:12])=[C:8]([CH3:15])[CH:7]=1)[CH2:2][CH2:3][CH3:4]. The yield is 0.900. (7) The catalyst is CCO. The product is [Cl:1][C:2]1[CH:3]=[C:4]([C:9]2[CH:13]=[CH:12][N:11]([CH2:14][CH:15]([OH:16])[CH2:17][N:28]3[CH2:29][CH2:30][N:25]([C:20]4[CH:21]=[CH:22][CH:23]=[CH:24][C:19]=4[CH3:18])[CH2:26][CH2:27]3)[N:10]=2)[CH:5]=[CH:6][C:7]=1[Cl:8]. The reactants are [Cl:1][C:2]1[CH:3]=[C:4]([C:9]2[CH:13]=[CH:12][N:11]([CH2:14][CH:15]3[CH2:17][O:16]3)[N:10]=2)[CH:5]=[CH:6][C:7]=1[Cl:8].[CH3:18][C:19]1[CH:24]=[CH:23][CH:22]=[CH:21][C:20]=1[N:25]1[CH2:30][CH2:29][NH:28][CH2:27][CH2:26]1. The yield is 0.700.